From a dataset of Reaction yield outcomes from USPTO patents with 853,638 reactions. Predict the reaction yield, written as a fraction of the theoretical maximum amount of product (1.0 means a 100% yield; for example, 0.34 means a 34% yield). (1) The product is [N:1]1([C:7]2[CH:8]=[CH:9][C:10]([CH:11]=[CH:12][C:13]3[C:14](=[O:48])[NH:15][CH:16]=[C:17]([C:32]4[CH:37]=[CH:36][N:35]=[C:34]([NH:38][CH3:39])[N:33]=4)[CH:18]=3)=[CH:29][CH:30]=2)[CH2:2][CH2:3][CH2:4][CH2:5][CH2:6]1. The reactants are [N:1]1([C:7]2[CH:30]=[CH:29][C:10]([CH:11]=[CH:12][C:13]3[C:14](F)=[N:15][CH:16]=[C:17](B4OC(C)(C)C(C)(C)O4)[CH:18]=3)=[CH:9][CH:8]=2)[CH2:6][CH2:5][CH2:4][CH2:3][CH2:2]1.Cl[C:32]1[CH:37]=[CH:36][N:35]=[C:34]([NH:38][CH3:39])[N:33]=1.C1(C)C=CC=CC=1.C([O-])([O-])=[O:48].[K+].[K+]. The yield is 0.210. The catalyst is C1C=CC([P]([Pd]([P](C2C=CC=CC=2)(C2C=CC=CC=2)C2C=CC=CC=2)([P](C2C=CC=CC=2)(C2C=CC=CC=2)C2C=CC=CC=2)[P](C2C=CC=CC=2)(C2C=CC=CC=2)C2C=CC=CC=2)(C2C=CC=CC=2)C2C=CC=CC=2)=CC=1.CCO. (2) The reactants are [N+:1]([C:4]1[CH:5]=[C:6]([C:22]#[N:23])[NH:7][C:8]=1[C:9]1[CH:10]=[CH:11][C:12]2[NH:17][C:16](=[O:18])[O:15][C:14]([CH3:20])([CH3:19])[C:13]=2[CH:21]=1)([O-])=O.[Cl-].[NH4+].O. The catalyst is C(O)C.O.[Zn]. The product is [NH2:1][C:4]1[CH:5]=[C:6]([C:22]#[N:23])[NH:7][C:8]=1[C:9]1[CH:10]=[CH:11][C:12]2[NH:17][C:16](=[O:18])[O:15][C:14]([CH3:19])([CH3:20])[C:13]=2[CH:21]=1. The yield is 0.800. (3) The reactants are [C:1]1([CH2:7][C:8]([NH2:10])=[O:9])[CH:6]=[CH:5][CH:4]=[CH:3][CH:2]=1.[C:11]1([CH2:17][CH:18]=[O:19])[CH:16]=[CH:15][CH:14]=[CH:13][CH:12]=1.C[Si](C(F)(F)F)(C)C. The catalyst is C(Cl)Cl.C1(C)C=CC=CC=1. The product is [C:1]1([CH2:7][CH:8]([NH:10][C:18](=[O:19])[CH2:17][C:11]2[CH:16]=[CH:15][CH:14]=[CH:13][CH:12]=2)[NH:10][C:8](=[O:9])[CH2:7][C:1]2[CH:6]=[CH:5][CH:4]=[CH:3][CH:2]=2)[CH:6]=[CH:5][CH:4]=[CH:3][CH:2]=1. The yield is 0.190. (4) The reactants are FC(F)(F)C(O)=O.[Cl:8][C:9]1[C:10]([F:39])=[C:11]([CH:15]2[C:19]([C:22]3[CH:27]=[CH:26][C:25]([Cl:28])=[CH:24][C:23]=3[F:29])([C:20]#[N:21])[CH:18]([CH2:30][C:31]([CH3:35])([CH3:34])[CH2:32][OH:33])[NH:17][CH:16]2[C:36]([OH:38])=O)[CH:12]=[CH:13][CH:14]=1.CC1(C)[O:45][C@@H:44]([CH2:46][CH2:47][NH2:48])[CH2:43][O:42]1.CN(C(ON1N=NC2C=CC=NC1=2)=[N+](C)C)C.F[P-](F)(F)(F)(F)F.CCN(C(C)C)C(C)C.Cl. The catalyst is C(Cl)Cl.O1CCCC1. The product is [OH:45][C@H:44]([CH2:43][OH:42])[CH2:46][CH2:47][NH:48][C:36]([CH:16]1[CH:15]([C:11]2[CH:12]=[CH:13][CH:14]=[C:9]([Cl:8])[C:10]=2[F:39])[C:19]([C:22]2[CH:27]=[CH:26][C:25]([Cl:28])=[CH:24][C:23]=2[F:29])([C:20]#[N:21])[CH:18]([CH2:30][C:31]([CH3:35])([CH3:34])[CH2:32][OH:33])[NH:17]1)=[O:38]. The yield is 0.640. (5) The catalyst is O. The reactants are F[C:2]1[CH:17]=[C:16]([C:18]([F:21])([F:20])[F:19])[CH:15]=[CH:14][C:3]=1[C:4]([NH:6][C:7]1[CH:12]=[CH:11][NH:10][C:9](=[O:13])[CH:8]=1)=[O:5].[F:22][C:23]1[CH:28]=[CH:27][C:26]([OH:29])=[C:25]([CH3:30])[CH:24]=1.C([O-])([O-])=O.[Cs+].[Cs+].CN(C=O)C. The product is [F:22][C:23]1[CH:28]=[CH:27][C:26]([O:29][C:2]2[CH:17]=[C:16]([C:18]([F:21])([F:20])[F:19])[CH:15]=[CH:14][C:3]=2[C:4]([NH:6][C:7]2[CH:12]=[CH:11][NH:10][C:9](=[O:13])[CH:8]=2)=[O:5])=[C:25]([CH3:30])[CH:24]=1. The yield is 0.700. (6) The reactants are [CH3:1][C:2]1[CH:7]=[CH:6][C:5]([C:8]2[CH:13]=[CH:12][C:11]([CH3:14])=[CH:10][CH:9]=2)=[CH:4][CH:3]=1.BrN1C(=[O:21])CCC1=O.C1N2CN3CN(C2)CN1C3. The catalyst is C(Cl)(Cl)(Cl)Cl.C(Cl)(Cl)Cl. The product is [CH3:1][C:2]1[CH:7]=[CH:6][C:5]([C:8]2[CH:13]=[CH:12][C:11]([CH:14]=[O:21])=[CH:10][CH:9]=2)=[CH:4][CH:3]=1. The yield is 0.240. (7) The reactants are [OH:1][CH2:2][C@@H:3]1[CH2:7][N:6]([C:8]([O:10][C:11]([CH3:14])([CH3:13])[CH3:12])=[O:9])[C@H:5]([C:15]([O:17][CH3:18])=[O:16])[CH2:4]1.[C:19](C1C=CC=C(C(C)(C)C)N=1)(C)(C)C.CI. The product is [CH3:19][O:1][CH2:2][C@@H:3]1[CH2:7][N:6]([C:8]([O:10][C:11]([CH3:13])([CH3:14])[CH3:12])=[O:9])[C@H:5]([C:15]([O:17][CH3:18])=[O:16])[CH2:4]1. The catalyst is C(Cl)Cl.C(S([O-])(=O)=O)(F)(F)F.[Ag+]. The yield is 0.780. (8) The reactants are [NH2:1][C:2]1[CH:3]=[C:4]2[C:20](=[O:21])[NH:19][N:18]=[CH:17][C:6]3=[C:7]([C:11]4[CH:16]=[CH:15][CH:14]=[CH:13][CH:12]=4)[NH:8][C:9]([CH:10]=1)=[C:5]23.[C:22]1([CH:28]([CH3:32])[C:29](O)=[O:30])[CH:27]=[CH:26][CH:25]=[CH:24][CH:23]=1.C(N(CC)CC)C.F[P-](F)(F)(F)(F)F.N1(OC(N(C)C)=[N+](C)C)C2N=CC=CC=2N=N1. The catalyst is CN(C)C=O.C(OCC)C.CCCCCC.C(OCC)(=O)C. The product is [O:21]=[C:20]1[C:4]2[C:5]3[C:6](=[C:7]([C:11]4[CH:12]=[CH:13][CH:14]=[CH:15][CH:16]=4)[NH:8][C:9]=3[CH:10]=[C:2]([NH:1][C:29](=[O:30])[CH:28]([C:22]3[CH:27]=[CH:26][CH:25]=[CH:24][CH:23]=3)[CH3:32])[CH:3]=2)[CH:17]=[N:18][NH:19]1. The yield is 0.320.